This data is from Forward reaction prediction with 1.9M reactions from USPTO patents (1976-2016). The task is: Predict the product of the given reaction. (1) Given the reactants [S:1]([C:5]1[CH:6]=[C:7]([N:11]2[C:15]3=[N:16][CH:17]=[CH:18][C:19](B(O)O)=[C:14]3[CH:13]=[N:12]2)[CH:8]=[CH:9][CH:10]=1)(=[O:4])(=[O:3])[NH2:2].[NH2:23][C:24]1[C:29](Br)=[CH:28][N:27]=[CH:26][N:25]=1.C(=O)([O-])[O-].[Na+].[Na+], predict the reaction product. The product is: [NH2:23][C:24]1[C:29]([C:19]2[CH:18]=[CH:17][N:16]=[C:15]3[N:11]([C:7]4[CH:6]=[C:5]([S:1]([NH2:2])(=[O:4])=[O:3])[CH:10]=[CH:9][CH:8]=4)[N:12]=[CH:13][C:14]=23)=[CH:28][N:27]=[CH:26][N:25]=1. (2) Given the reactants [C:1](/[C:3](=[N:10]\[O-:11])/[C:4]1[CH:9]=[CH:8][CH:7]=[CH:6][CH:5]=1)#[N:2].[Na+].Cl[CH2:14][C:15]1[N:20]=[C:19]([NH:21][C:22](=[O:28])[O:23][CH2:24][CH2:25][C:26]#[CH:27])[CH:18]=[CH:17][CH:16]=1.[I-].[K+].C(=O)([O-])[O-].[Cs+].[Cs+], predict the reaction product. The product is: [C:1](/[C:3](=[N:10]\[O:11][CH2:14][C:15]1[N:20]=[C:19]([NH:21][C:22](=[O:28])[O:23][CH2:24][CH2:25][C:26]#[CH:27])[CH:18]=[CH:17][CH:16]=1)/[C:4]1[CH:9]=[CH:8][CH:7]=[CH:6][CH:5]=1)#[N:2]. (3) The product is: [N:16]1([C:9]([O:11][C:12]([CH3:13])([CH3:14])[CH3:15])=[O:10])[C:24]2[C:19](=[CH:20][CH:21]=[C:22]([C:25]([O:27][CH3:32])=[O:26])[CH:23]=2)[CH:18]=[CH:17]1. Given the reactants [C:9](O[C:9]([O:11][C:12]([CH3:15])([CH3:14])[CH3:13])=[O:10])([O:11][C:12]([CH3:15])([CH3:14])[CH3:13])=[O:10].[N:16]1(C(OC)=O)[C:24]2[C:19](=[CH:20][CH:21]=[C:22]([C:25]([O-:27])=[O:26])[CH:23]=2)[CH:18]=[CH:17]1.[C:32](#N)C, predict the reaction product. (4) Given the reactants [F:1][C:2]1[CH:7]=[CH:6][C:5]([C:8]2[NH:13][C:12](=O)[C:11]3[C:15]([CH3:19])=[N:16][N:17]([CH3:18])[C:10]=3[CH:9]=2)=[CH:4][CH:3]=1.O=P(Cl)(Cl)[Cl:22], predict the reaction product. The product is: [Cl:22][C:12]1[C:11]2[C:15]([CH3:19])=[N:16][N:17]([CH3:18])[C:10]=2[CH:9]=[C:8]([C:5]2[CH:6]=[CH:7][C:2]([F:1])=[CH:3][CH:4]=2)[N:13]=1. (5) Given the reactants CN1C(=O)CCC1.N1(O[C:18]2[N:23]=[C:22]([NH:24][C:25]3[CH:30]=[CH:29][CH:28]=[C:27]([CH3:31])[CH:26]=3)[C:21]([C:32]([NH2:34])=[O:33])=[CH:20][N:19]=2)C2C=CC=CC=2N=N1.[Br:35][C:36]1[CH:37]=[C:38]([CH2:43][CH2:44][NH2:45])[CH:39]=[CH:40][C:41]=1[OH:42].C(N(C(C)C)CC)(C)C, predict the reaction product. The product is: [Br:35][C:36]1[CH:37]=[C:38]([CH2:43][CH2:44][NH:45][C:18]2[N:23]=[C:22]([NH:24][C:25]3[CH:30]=[CH:29][CH:28]=[C:27]([CH3:31])[CH:26]=3)[C:21]([C:32]([NH2:34])=[O:33])=[CH:20][N:19]=2)[CH:39]=[CH:40][C:41]=1[OH:42].